From a dataset of Forward reaction prediction with 1.9M reactions from USPTO patents (1976-2016). Predict the product of the given reaction. (1) Given the reactants [Br:1][C:2]1[CH:7]=[CH:6][C:5]([C:8]2[O:12][N:11]=[C:10]([CH3:13])[C:9]=2[CH2:14][NH2:15])=[CH:4][CH:3]=1.Cl[C:17]([O:19][CH2:20][C:21]1[CH:26]=[CH:25][CH:24]=[CH:23][CH:22]=1)=[O:18], predict the reaction product. The product is: [CH2:20]([O:19][C:17](=[O:18])[NH:15][CH2:14][C:9]1[C:10]([CH3:13])=[N:11][O:12][C:8]=1[C:5]1[CH:4]=[CH:3][C:2]([Br:1])=[CH:7][CH:6]=1)[C:21]1[CH:26]=[CH:25][CH:24]=[CH:23][CH:22]=1. (2) Given the reactants [O:1]=[C:2]([C:6]1[CH:11]=[CH:10][CH:9]=[CH:8][CH:7]=1)[CH2:3][C:4]#[N:5].[CH3:12][C:13]1[CH:19]=[CH:18][C:16]([NH2:17])=[CH:15][CH:14]=1, predict the reaction product. The product is: [CH3:12][C:13]1[CH:19]=[CH:18][C:16]([NH:17][C:4](=[NH:5])[CH2:3][C:2](=[O:1])[C:6]2[CH:7]=[CH:8][CH:9]=[CH:10][CH:11]=2)=[CH:15][CH:14]=1.